From a dataset of Full USPTO retrosynthesis dataset with 1.9M reactions from patents (1976-2016). Predict the reactants needed to synthesize the given product. Given the product [ClH:45].[C:33]1([CH:32]([C:39]2[CH:40]=[CH:41][CH:42]=[CH:43][CH:44]=2)[CH2:31][NH:30][C:9]2[N:8]=[C:7]([N:4]3[CH2:5][CH2:6][C@@H:2]([NH:1][C:70]([NH:72][C:73]4[CH:78]=[CH:77][N:76]=[CH:75][CH:74]=4)=[O:71])[CH2:3]3)[N:15]=[C:14]3[C:10]=2[N:11]=[CH:12][N:13]3[C@@H:16]2[CH2:20][C@H:19]([N:21]3[N:25]=[C:24]([CH2:26][CH3:27])[CH:23]=[N:22]3)[C@@H:18]([OH:28])[C@H:17]2[OH:29])[CH:34]=[CH:35][CH:36]=[CH:37][CH:38]=1, predict the reactants needed to synthesize it. The reactants are: [NH2:1][C@@H:2]1[CH2:6][CH2:5][N:4]([C:7]2[N:15]=[C:14]3[C:10]([N:11]=[CH:12][N:13]3[C@@H:16]3[CH2:20][C@H:19]([N:21]4[N:25]=[C:24]([CH2:26][CH3:27])[CH:23]=[N:22]4)[C@@H:18]([OH:28])[C@H:17]3[OH:29])=[C:9]([NH:30][CH2:31][CH:32]([C:39]3[CH:44]=[CH:43][CH:42]=[CH:41][CH:40]=3)[C:33]3[CH:38]=[CH:37][CH:36]=[CH:35][CH:34]=3)[N:8]=2)[CH2:3]1.[ClH:45].C1(C(C2C=CC=CC=2)CNC2N=C(N3CC[C@@H](N[C:70]([NH:72][C:73]4[CH:78]=[CH:77][N:76]=[CH:75][CH:74]=4)=[O:71])C3)N=C3C=2N=CN3[C@@H]2C[C@H](N3N=NC(CC)=N3)[C@@H](O)[C@H]2O)C=CC=CC=1.